This data is from Full USPTO retrosynthesis dataset with 1.9M reactions from patents (1976-2016). The task is: Predict the reactants needed to synthesize the given product. (1) The reactants are: [OH:1][C:2]1[C:15](=[O:16])[C:14]2[C:13]3[CH:12]=[CH:11][C:10]([CH3:18])([CH3:17])[O:9][C:8]=3[CH:7]=[CH:6][C:5]=2[C:4](=[O:19])[CH:3]=1.CCCCCC.C(O)(=O)C. Given the product [OH:1][C:2]1[C:15](=[O:16])[C:14]2[C:13]3[CH2:12][CH2:11][C:10]([CH3:17])([CH3:18])[O:9][C:8]=3[CH:7]=[CH:6][C:5]=2[C:4](=[O:19])[CH:3]=1, predict the reactants needed to synthesize it. (2) The reactants are: C(=O)([O-])OC[C:4]1[CH:9]=[C:8]([N+:10]([O-:12])=[O:11])[C:7](Br)=[CH:6][C:5]=1[CH:14]1[CH2:18][CH2:17][CH2:16][CH2:15]1.[CH2:21]([N:23]1[CH2:28][CH2:27][NH:26][CH2:25][CH2:24]1)[CH3:22].C(N(CC)CC)C.Cl[C:37]([O:39][CH3:40])=[O:38].C([OH:43])C. Given the product [C:37](=[O:43])([O:39][CH3:40])[O:38][C:4]1[CH:9]=[C:8]([N+:10]([O-:12])=[O:11])[C:7]([N:26]2[CH2:27][CH2:28][N:23]([CH2:21][CH3:22])[CH2:24][CH2:25]2)=[CH:6][C:5]=1[CH:14]1[CH2:15][CH2:16][CH2:17][CH2:18]1, predict the reactants needed to synthesize it. (3) Given the product [NH2:37][C:9]1[C:8]([C:5]2[CH:4]=[CH:3][C:2]([C:38]#[N:39])=[CH:7][CH:6]=2)=[C:13]([N:14]2[CH2:19][CH2:18][CH:17]([C:20]3[N:21]([CH3:36])[CH:22]=[C:23]([C:25]4[CH:30]=[CH:29][C:28]([F:31])=[C:27]([C:32]([F:34])([F:33])[F:35])[CH:26]=4)[N:24]=3)[CH2:16][CH2:15]2)[N:12]=[CH:11][N:10]=1, predict the reactants needed to synthesize it. The reactants are: F[C:2]1[CH:7]=[CH:6][C:5]([C:8]2[C:9]([NH2:37])=[N:10][CH:11]=[N:12][C:13]=2[N:14]2[CH2:19][CH2:18][CH:17]([C:20]3[N:21]([CH3:36])[CH:22]=[C:23]([C:25]4[CH:30]=[CH:29][C:28]([F:31])=[C:27]([C:32]([F:35])([F:34])[F:33])[CH:26]=4)[N:24]=3)[CH2:16][CH2:15]2)=[CH:4][CH:3]=1.[C:38](C1C=CC(B(O)O)=CC=1)#[N:39]. (4) Given the product [O:20]=[C:19]1[O:18][CH2:17][C:15]([NH:13][C:11](=[O:12])[NH:10][C:7]2[CH:6]=[CH:5][C:4]([C:1]([OH:3])=[O:2])=[CH:9][CH:8]=2)=[CH:14]1, predict the reactants needed to synthesize it. The reactants are: [C:1]([C:4]1[CH:9]=[CH:8][C:7]([NH:10][C:11]([NH2:13])=[O:12])=[CH:6][CH:5]=1)([OH:3])=[O:2].[CH2:14]1[C:19](=[O:20])[O:18][CH2:17][C:15]1=O.[N+](C)([O-])=O.C(OC(=O)C)C. (5) Given the product [CH3:41][N:42]([CH3:46])[CH2:43][CH2:14][O:13][C:11]1[CH:10]=[C:9]([C:17]2[N:18]=[C:19]3[C:25]([C:26](=[O:31])[C:27]([CH3:28])([CH3:29])[CH3:30])=[CH:24][N:23]([CH2:32][O:33][CH2:34][CH2:35][Si:36]([CH3:38])([CH3:37])[CH3:39])[C:20]3=[N:21][CH:22]=2)[CH:8]=[C:7]([N:4]2[CH2:5][CH2:6][C:2]([CH3:40])([CH3:1])[CH2:3]2)[CH:12]=1, predict the reactants needed to synthesize it. The reactants are: [CH3:1][C:2]1([CH3:40])[CH2:6][CH2:5][N:4]([C:7]2[CH:8]=[C:9]([C:17]3[N:18]=[C:19]4[C:25]([C:26](=[O:31])[C:27]([CH3:30])([CH3:29])[CH3:28])=[CH:24][N:23]([CH2:32][O:33][CH2:34][CH2:35][Si:36]([CH3:39])([CH3:38])[CH3:37])[C:20]4=[N:21][CH:22]=3)[CH:10]=[C:11]([O:13][CH2:14]OC)[CH:12]=2)[CH2:3]1.[CH3:41][N:42]([CH3:46])[CH2:43]CO.C1(P(C2C=CC=CC=2)C2C=CC=CC=2)C=CC=CC=1.N(C(OC(C)C)=O)=NC(OC(C)C)=O. (6) Given the product [Cl:1][C:2]1[CH:3]=[C:4]([CH:9]=[CH:10][C:11]=1[N:12]1[CH2:17][CH2:16][CH2:15][CH2:14][C:13]1=[O:18])[C:5]([OH:7])=[O:6], predict the reactants needed to synthesize it. The reactants are: [Cl:1][C:2]1[CH:3]=[C:4]([CH:9]=[CH:10][C:11]=1[N:12]1[CH2:17][CH2:16][CH2:15][CH2:14][C:13]1=[O:18])[C:5]([O:7]C)=[O:6].[OH-].[Li+]. (7) Given the product [NH2:3][CH2:12][CH2:13][CH2:14][CH2:15]/[CH:16]=[CH:17]/[C:18]1[C:26]2[C:21](=[CH:22][CH:23]=[C:24]([F:27])[CH:25]=2)[N:20]([CH2:28][CH2:29][CH2:30][O:31][C:32]2[C:41]3[C:36](=[CH:37][CH:38]=[CH:39][CH:40]=3)[CH:35]=[CH:34][CH:33]=2)[C:19]=1[C:42]([OH:44])=[O:43], predict the reactants needed to synthesize it. The reactants are: O=C1C2C(=CC=CC=2)C(=O)[N:3]1[CH2:12][CH2:13][CH2:14][CH2:15]/[CH:16]=[CH:17]/[C:18]1[C:26]2[C:21](=[CH:22][CH:23]=[C:24]([F:27])[CH:25]=2)[N:20]([CH2:28][CH2:29][CH2:30][O:31][C:32]2[C:41]3[C:36](=[CH:37][CH:38]=[CH:39][CH:40]=3)[CH:35]=[CH:34][CH:33]=2)[C:19]=1[C:42]([O:44]CC)=[O:43].[OH-].[Na+]. (8) Given the product [N:1]1[CH:6]=[CH:5][CH:4]=[C:3]([C:7]2[N:15]3[C:10]([CH:11]=[CH:12][CH:13]=[CH:14]3)=[C:9]([C:16]#[N:17])[CH:8]=2)[CH:2]=1, predict the reactants needed to synthesize it. The reactants are: [N:1]1[CH:6]=[CH:5][CH:4]=[C:3]([C:7]2[N:15]3[C:10]([CH2:11][CH2:12][CH2:13][CH2:14]3)=[C:9]([C:16]#[N:17])[CH:8]=2)[CH:2]=1.[Se]=O.